Task: Predict the reactants needed to synthesize the given product.. Dataset: Full USPTO retrosynthesis dataset with 1.9M reactions from patents (1976-2016) Given the product [CH:1]1([N:4]2[CH:5]=[C:23]([C:20]3[CH:19]=[CH:18][C:17]([F:16])=[CH:22][CH:21]=3)[N:34]=[CH:35]2)[CH2:3][CH2:2]1, predict the reactants needed to synthesize it. The reactants are: [CH:1]1([NH2:4])[CH2:3][CH2:2]1.[C:5](O)(=O)C=O.C(=O)([O-])[O-].[K+].[K+].[F:16][C:17]1[CH:22]=[CH:21][C:20]([CH:23]([N+:34]#[C-:35])S(C2C=CC(C)=CC=2)(=O)=O)=[CH:19][CH:18]=1.